Dataset: Experimentally validated miRNA-target interactions with 360,000+ pairs, plus equal number of negative samples. Task: Binary Classification. Given a miRNA mature sequence and a target amino acid sequence, predict their likelihood of interaction. (1) The miRNA is bta-miR-145 with sequence GUCCAGUUUUCCCAGGAAUCCCU. The protein sequence of the target gene is MTGQSLWDVSEANVEDGEIRINVGGFKRRLRSHTLLRFPETRLGRLLLCHSREAILELCDDYDDVQREFYFDRNPELFPYVLHFYHTGKLHVMAELCVFSFSQEIEYWGINEFFIDSCCSYSYHGRKVEPEQEKWDEQSDQESTTSSFDEILAFYNDASKFDGQPLGNFRRQLWLALDNPGYSVLSRVFSILSILVVMGSIITMCLNSLPDFQIPDSQGNPGEDPRFEIVEHFGIAWFTFELVARFAVAPDFLKFFKNALNLIDLMSIVPFYITLVVNLVVESTPTLANLGRVAQVLRLM.... Result: 0 (no interaction). (2) The miRNA is hsa-miR-151a-3p with sequence CUAGACUGAAGCUCCUUGAGG. The protein sequence of the target gene is MSEQERETEEDEGVASDTAPMLPRRRPTDYHISVLAPILATRGLGTLVLSGRALVGFLLHLLLPGTVFLLVLLPAAAVVYLGFLCHSRVHPAPGPRCRALLSDRGSAALIVFGLLSLPPLVVLAAAARSLLVRRLRPALPDPARTPAPRRPPRSSGDLADGHPDEDKQLCAWV. Result: 0 (no interaction). (3) The miRNA is hsa-miR-518a-3p with sequence GAAAGCGCUUCCCUUUGCUGGA. The protein sequence of the target gene is MYPASPPAGPALHPVPHRARLPQPRCLAEPPRSPAPGPGSTARPPPPPAPGPRPRVAVKMTFRKAYSIKDKLQAIERVKGGERQASVCRDFGVPGGTLRGWLKDEPKLRWFLDQLGGEVGTQRKKMRLANEEEIDRAVYSWFLTLRQHGVPLSGPVIQAQAEAFARQIYGPECTFKASHGWFWRWQKRHGISSQRIYGEAESPVAGPAPVKEEPAQSPGAVLVPDGAPATLPHSEGGYGDEQIYNANVTGLYWRLLPEQASTPGTGDSKEPGGCSRRWRSDRVTVLLAANLTGSHKLKPL.... Result: 0 (no interaction). (4) The miRNA is hsa-miR-1231 with sequence GUGUCUGGGCGGACAGCUGC. The protein sequence of the target gene is MFRVGFLIISSSSSLSPLLLVSVVRVNTTNCHKCLLSGTYIFAVLLVCVVFHSGAQEKNYTIREEIPENVLIGNLLKDLNLSLIPNKSLTTTMQFKLVYKTGDVPLIRIEEDTGEIFTTGARIDREKLCAGIPRDEHCFYEVEVAILPDEIFRLVKIRFLIEDINDNAPLFPATVINISIPENSAINSKYTLPAAVDPDVGINGVQNYELIKSQNIFGLDVIETPEGDKMPQLIVQKELDREEKDTYVMKVKVEDGGFPQRSSTAILQVSVTDTNDNHPVFKETEIEVSIPENAPVGTSV.... Result: 0 (no interaction). (5) The miRNA is hsa-miR-4756-3p with sequence CCAGAGAUGGUUGCCUUCCUAU. The protein sequence of the target gene is MPAVSKGDGMRGLAVFISDIRNCKSKEAEIKRINKELANIRSKFKGDKALDGYSKKKYVCKLLFIFLLGHDIDFGHMEAVNLLSSNRYTEKQIGYLFISVLVNSNSELIRLINNAIKNDLASRNPTFMGLALHCIANVGSREMAEAFAGEIPKILVAGDTMDSVKQSAALCLLRLYRTSPDLVPMGDWTSRVVHLLNDQHLGVVTAATSLITTLAQKNPEEFKTSVSLAVSRLSRIVTSASTDLQDYTYYFVPAPWLSVKLLRLLQCYPPPDPAVRGRLTECLETILNKAQEPPKSKKVQ.... Result: 0 (no interaction). (6) The miRNA is hsa-miR-8080 with sequence GAAGGACACUGGUGUCAACGGCU. The protein sequence of the target gene is MDNARMNSFLEYPILSSGDSGTCSARAYPSDHRITTFQSCAVSANSCGGDDRFLVGRGVQIGSPHHHHHHHHHHPQPATYQTSGNLGVSYSHSSCGPSYGSQNFSAPYSPYALNQEADVSGGYPQCAPAVYSGNLSSPMVQHHHHHQGYAGGAVGSPQYIHHSYGQEHQSLALATYNNSLSPLHASHQEACRSPASETSSPAQTFDWMKVKRNPPKTGKVGEYGYLGQPNAVRTNFTTKQLTELEKEFHFNKYLTRARRVEIAASLQLNETQVKIWFQNRRMKQKKREKEGLLPISPATP.... Result: 1 (interaction). (7) The miRNA is hsa-miR-27a-3p with sequence UUCACAGUGGCUAAGUUCCGC. The protein sequence of the target gene is MAAFMLGSLLRTFKQMVPSSASGQVRSHYVDWRMWRDVKRRKMAYEYADERLRINSLRKNTILPKILQDVADEEIAALPRDSCPVRIRNRCVMTSRPRGVKRRWRLSRIVFRHLADHGQLSGIQRATW. Result: 1 (interaction). (8) The miRNA is rno-miR-423-3p with sequence AGCUCGGUCUGAGGCCCCUCAGU. The protein sequence of the target gene is MTRSLFKGNFWSADILSTIGYDNIIQHLNNGRKNCKEFEDFLKERAAIEERYGKDLLNLSRKKPCGQSEINTLKRALEVFKQQVDNVAQCHIQLAQSLREEARKMEEFREKQKLQRKKTELIMDAIHKQKSLQFKKTMDAKKNYEQKCRDKDEAEQAVSRSANLVNPKQQEKLFVKLATSKTAVEDSDKAYMLHIGTLDKVREEWQSEHIKACEAFEAQECERINFFRNALWLHVNQLSQQCVTSDEMYEQVRKSLEMCSIQRDIEYFVNQRKTGQIPPAPIMYENFYSSQKNAVPAGKA.... Result: 0 (no interaction). (9) The miRNA is hsa-miR-6835-5p with sequence AGGGGGUAGAAAGUGGCUGAAG. The protein sequence of the target gene is MGKKGKVGKSRRDKFYHLAKETGYRSRSAFKLIQLNRRFQFLQKARALLDLCAAPGGWLQVAAKFMPVSSLIVGVDLVPIKPLPNVVTLQQDITTERCRQALRKELKTWKVDVVLNDGAPNVGASWVHDAYSQAHLTLMALRLACDFLARGGSFITKVFRSRDYQPLLWIFQQLFRRVQATKPQASRHESAEIFVVCQGFLAPDKVDSKFFDPKFAFKEVEVQAKTVTELVTKKKPKAEGYAEGDLTLYHRTSVTDFLRAANPVDFLSKASEIMVDDEELAQHPATTEDIRVCCQDIRVL.... Result: 1 (interaction).